Dataset: Catalyst prediction with 721,799 reactions and 888 catalyst types from USPTO. Task: Predict which catalyst facilitates the given reaction. (1) Reactant: [Li+].[F:2][C:3]([F:21])([F:20])[C:4]1[S:8][C:7]([N:9]2[CH2:14][CH2:13][N:12]([CH2:15][CH2:16][C:17]([O-:19])=O)[CH2:11][CH2:10]2)=[N:6][N:5]=1.F[P-](F)(F)(F)(F)F.CN(C)C(ON1C2C=CC=CC=2N=N1)=[N+](C)C.Cl.[N+:47]([C:50]1[CH:55]=[CH:54][C:53]([NH:56][CH:57]2[CH2:62][CH2:61][NH:60][CH2:59][CH2:58]2)=[CH:52][C:51]=1[C:63]([F:66])([F:65])[F:64])([O-:49])=[O:48].C(N(C(C)C)CC)(C)C.[O-2].[Al+3].[O-2].[O-2].[Al+3]. Product: [N+:47]([C:50]1[CH:55]=[CH:54][C:53]([NH:56][CH:57]2[CH2:58][CH2:59][N:60]([C:17](=[O:19])[CH2:16][CH2:15][N:12]3[CH2:11][CH2:10][N:9]([C:7]4[S:8][C:4]([C:3]([F:2])([F:21])[F:20])=[N:5][N:6]=4)[CH2:14][CH2:13]3)[CH2:61][CH2:62]2)=[CH:52][C:51]=1[C:63]([F:66])([F:64])[F:65])([O-:49])=[O:48]. The catalyst class is: 348. (2) Reactant: [Cl:1][C:2]1[C:3]2[CH2:10][CH2:9][CH2:8][C:4]=2[N:5]=[CH:6][N:7]=1.C1C=C(Cl)C=C(C(OO)=[O:19])C=1. Product: [Cl:1][C:2]1[N:7]=[CH:6][N+:5]([O-:19])=[C:4]2[CH2:8][CH2:9][CH2:10][C:3]=12. The catalyst class is: 22. (3) Reactant: [CH2:1]([O:8][C:9]1[CH:38]=[CH:37][C:36]([C:39]([F:42])([F:41])[F:40])=[CH:35][C:10]=1[CH2:11][N:12]([CH2:20][C:21]1[CH:26]=[C:25]([C:27]([F:30])([F:29])[F:28])[CH:24]=[C:23]([C:31]([F:34])([F:33])[F:32])[CH:22]=1)[C:13]1[N:18]=[CH:17][C:16]([OH:19])=[CH:15][N:14]=1)[C:2]1[CH:7]=[CH:6][CH:5]=[CH:4][CH:3]=1.[CH3:43][S:44][CH2:45][CH2:46]O.C1(P(C2C=CC=CC=2)C2C=CC=CC=2)C=CC=CC=1.N(C(OCC)=O)=NC(OCC)=O.C1(C)C=CC=CC=1. Product: [CH2:1]([O:8][C:9]1[CH:38]=[CH:37][C:36]([C:39]([F:42])([F:40])[F:41])=[CH:35][C:10]=1[CH2:11][N:12]([CH2:20][C:21]1[CH:22]=[C:23]([C:31]([F:33])([F:32])[F:34])[CH:24]=[C:25]([C:27]([F:30])([F:28])[F:29])[CH:26]=1)[C:13]1[N:14]=[CH:15][C:16]([O:19][CH2:46][CH2:45][S:44][CH3:43])=[CH:17][N:18]=1)[C:2]1[CH:7]=[CH:6][CH:5]=[CH:4][CH:3]=1. The catalyst class is: 355. (4) Reactant: CN(C=[O:5])C.[OH:6][CH2:7][CH2:8][C:9]1[N:10]([CH2:14][CH2:15][CH2:16][CH2:17][C:18]2[CH:23]=[CH:22][CH:21]=[CH:20][C:19]=2O)[CH:11]=[CH:12][N:13]=1.[H-].[Na+].Cl[CH2:28][C:29]1[N:30]=[C:31](/[CH:34]=[CH:35]/[C:36]2[CH:41]=[CH:40][C:39]([CH2:42][CH3:43])=[CH:38][CH:37]=2)[O:32][CH:33]=1. Product: [CH2:42]([C:39]1[CH:40]=[CH:41][C:36](/[CH:35]=[CH:34]/[C:31]2[O:32][CH:33]=[C:29]([CH2:28][O:5][C:21]3[CH:22]=[CH:23][C:18]([CH2:17][CH2:16][CH2:15][CH2:14][N:10]4[CH:11]=[CH:12][N:13]=[C:9]4[CH2:8][CH2:7][OH:6])=[CH:19][CH:20]=3)[N:30]=2)=[CH:37][CH:38]=1)[CH3:43]. The catalyst class is: 6. (5) Reactant: Br[CH2:2][CH2:3][CH2:4][O:5][CH:6]1[CH2:11][CH2:10][CH2:9][CH2:8][O:7]1.C(=O)([O-])[O-].[Cs+].[Cs+].CN(C)C(=O)C.[Cl:24][C:25]1[CH:26]=[C:27]([OH:32])[CH:28]=[N:29][C:30]=1[F:31]. Product: [Cl:24][C:25]1[C:30]([F:31])=[N:29][CH:28]=[C:27]([O:32][CH2:2][CH2:3][CH2:4][O:5][CH:6]2[CH2:11][CH2:10][CH2:9][CH2:8][O:7]2)[CH:26]=1. The catalyst class is: 6. (6) Reactant: [CH2:1]([C:8]1[C:9]([N:20](S(CC2C=CC=CC=2)(=O)=O)[S:21]([CH2:24][C:25]2[CH:30]=[CH:29][CH:28]=[CH:27][CH:26]=2)(=[O:23])=[O:22])=[N:10][CH:11]=[C:12]([C:14]2[CH:19]=[CH:18][CH:17]=[CH:16][CH:15]=2)[N:13]=1)[C:2]1[CH:7]=[CH:6][CH:5]=[CH:4][CH:3]=1.[OH-].[Na+].Cl. Product: [CH2:1]([C:8]1[C:9]([NH:20][S:21]([CH2:24][C:25]2[CH:30]=[CH:29][CH:28]=[CH:27][CH:26]=2)(=[O:23])=[O:22])=[N:10][CH:11]=[C:12]([C:14]2[CH:19]=[CH:18][CH:17]=[CH:16][CH:15]=2)[N:13]=1)[C:2]1[CH:3]=[CH:4][CH:5]=[CH:6][CH:7]=1. The catalyst class is: 5.